Dataset: Full USPTO retrosynthesis dataset with 1.9M reactions from patents (1976-2016). Task: Predict the reactants needed to synthesize the given product. (1) Given the product [O:4]1[C:5]2([CH2:10][CH2:9][CH:8]([C:11]3[C:16]([NH:17][S:19]([CH3:18])(=[O:21])=[O:20])=[CH:15][CH:14]=[CH:13][N:12]=3)[CH2:7][CH2:6]2)[O:1][CH2:2][CH2:3]1, predict the reactants needed to synthesize it. The reactants are: [O:1]1[C:5]2([CH2:10][CH2:9][CH:8]([C:11]3[C:16]([NH2:17])=[CH:15][CH:14]=[CH:13][N:12]=3)[CH2:7][CH2:6]2)[O:4][CH2:3][CH2:2]1.[CH3:18][S:19](Cl)(=[O:21])=[O:20]. (2) Given the product [C:36]([N:4]1[CH2:5][CH2:6][C@H:2]([OH:1])[C@H:3]1[C:7]([O:9][CH2:10][C:11]1[CH:16]=[CH:15][CH:14]=[CH:13][CH:12]=1)=[O:8])([C:49]1[CH:54]=[CH:53][CH:52]=[CH:51][CH:50]=1)([C:43]1[CH:48]=[CH:47][CH:46]=[CH:45][CH:44]=1)[C:37]1[CH:42]=[CH:41][CH:40]=[CH:39][CH:38]=1, predict the reactants needed to synthesize it. The reactants are: [OH:1][C@H:2]1[CH2:6][CH2:5][NH:4][C@@H:3]1[C:7]([OH:9])=[O:8].[CH2:10](O)[C:11]1[CH:16]=[CH:15][CH:14]=[CH:13][CH:12]=1.CC1C=CC(S(O)(=O)=O)=CC=1.Cl[Si](C)(C)C.CO.[C:36](Cl)([C:49]1[CH:54]=[CH:53][CH:52]=[CH:51][CH:50]=1)([C:43]1[CH:48]=[CH:47][CH:46]=[CH:45][CH:44]=1)[C:37]1[CH:42]=[CH:41][CH:40]=[CH:39][CH:38]=1. (3) Given the product [CH2:3]([C@@:10]12[CH2:23][CH2:22][C@:21]([OH:28])([C:24]([F:25])([F:26])[F:27])[CH2:20][C@H:19]1[CH2:18][CH:17]([OH:29])[C:16]1[CH:15]=[C:14]([C:30]([O:32][CH3:33])=[O:31])[CH:13]=[CH:12][C:11]2=1)[C:4]1[CH:5]=[CH:6][CH:7]=[CH:8][CH:9]=1, predict the reactants needed to synthesize it. The reactants are: [BH4-].[Na+].[CH2:3]([C@@:10]12[CH2:23][CH2:22][C@:21]([OH:28])([C:24]([F:27])([F:26])[F:25])[CH2:20][C@H:19]1[CH2:18][C:17](=[O:29])[C:16]1[CH:15]=[C:14]([C:30]([O:32][CH3:33])=[O:31])[CH:13]=[CH:12][C:11]2=1)[C:4]1[CH:9]=[CH:8][CH:7]=[CH:6][CH:5]=1. (4) Given the product [OH:25][C:20]1[CH:21]=[C:22]2[C:17](=[CH:18][CH:19]=1)[N:16]=[C:15]([C:8]1[CH:9]=[CH:10][C:5]([C:3]([O:2][CH3:1])=[O:4])=[CH:6][CH:7]=1)[CH:24]=[CH:23]2, predict the reactants needed to synthesize it. The reactants are: [CH3:1][O:2][C:3]([C:5]1[CH:10]=[CH:9][C:8](B(O)O)=[CH:7][CH:6]=1)=[O:4].Cl[C:15]1[CH:24]=[CH:23][C:22]2[C:17](=[CH:18][CH:19]=[C:20]([OH:25])[CH:21]=2)[N:16]=1.C([O-])([O-])=O.[Na+].[Na+]. (5) Given the product [I:1][C:2]1[CH:3]=[C:4]([C@H:8]2[C:20]3[C:15](=[CH:16][C:17]([O:21][CH2:22][CH2:23][CH2:24][N:25]4[CH2:30][CH2:29][CH2:28][CH2:27][CH2:26]4)=[CH:18][CH:19]=3)[C@@H:11]3[CH2:12][CH2:13][CH2:14][N:10]3[CH2:9]2)[CH:5]=[CH:6][CH:7]=1, predict the reactants needed to synthesize it. The reactants are: [I:1][C:2]1[CH:3]=[C:4]([C:8](=O)[CH2:9][N:10]2[CH2:14][CH2:13][CH2:12][CH:11]2[C:15]2[CH:20]=[CH:19][CH:18]=[C:17]([O:21][CH2:22][CH2:23][CH2:24][N:25]3[CH2:30][CH2:29][CH2:28][CH2:27][CH2:26]3)[CH:16]=2)[CH:5]=[CH:6][CH:7]=1.N.